From a dataset of Reaction yield outcomes from USPTO patents with 853,638 reactions. Predict the reaction yield, written as a fraction of the theoretical maximum amount of product (1.0 means a 100% yield; for example, 0.34 means a 34% yield). (1) The reactants are [CH:1]1([CH2:7][C@H:8]([N:12]2[CH2:20][C:19]3[C:14](=[CH:15][CH:16]=[CH:17][CH:18]=3)[C:13]2=[O:21])[C:9](O)=[O:10])[CH2:6][CH2:5][CH2:4][CH2:3][CH2:2]1.[CH3:22][O:23][CH2:24][CH2:25][N:26]1[CH:30]=[CH:29][C:28]([NH2:31])=[N:27]1.F[P-](F)(F)(F)(F)F.N1(O[P+](N(C)C)(N(C)C)N(C)C)C2C=CC=CC=2N=N1.C(N(CC)C(C)C)(C)C. The catalyst is C(Cl)Cl. The product is [CH:1]1([CH2:7][C@H:8]([N:12]2[CH2:20][C:19]3[C:14](=[CH:15][CH:16]=[CH:17][CH:18]=3)[C:13]2=[O:21])[C:9]([NH:31][C:28]2[CH:29]=[CH:30][N:26]([CH2:25][CH2:24][O:23][CH3:22])[N:27]=2)=[O:10])[CH2:6][CH2:5][CH2:4][CH2:3][CH2:2]1. The yield is 0.360. (2) The reactants are [CH:1]1([CH2:4][NH:5][C:6]([C:8]2[C:16]3[C:11](=[CH:12][C:13]([O:17]C)=[CH:14][CH:15]=3)[N:10]([CH3:19])[C:9]=2[CH3:20])=[O:7])[CH2:3][CH2:2]1.B(Br)(Br)Br.C(Cl)Cl. No catalyst specified. The product is [CH:1]1([CH2:4][NH:5][C:6]([C:8]2[C:16]3[C:11](=[CH:12][C:13]([OH:17])=[CH:14][CH:15]=3)[N:10]([CH3:19])[C:9]=2[CH3:20])=[O:7])[CH2:3][CH2:2]1. The yield is 0.770.